Dataset: Peptide-MHC class I binding affinity with 185,985 pairs from IEDB/IMGT. Task: Regression. Given a peptide amino acid sequence and an MHC pseudo amino acid sequence, predict their binding affinity value. This is MHC class I binding data. (1) The peptide sequence is SYFPDSNNV. The MHC is HLA-A02:11 with pseudo-sequence HLA-A02:11. The binding affinity (normalized) is 0.0847. (2) The peptide sequence is ISDSNPYLTQW. The MHC is HLA-A32:01 with pseudo-sequence HLA-A32:01. The binding affinity (normalized) is 0.240. (3) The peptide sequence is LISILMIFI. The MHC is HLA-A02:01 with pseudo-sequence HLA-A02:01. The binding affinity (normalized) is 0.338.